This data is from Reaction yield outcomes from USPTO patents with 853,638 reactions. The task is: Predict the reaction yield, written as a fraction of the theoretical maximum amount of product (1.0 means a 100% yield; for example, 0.34 means a 34% yield). (1) The reactants are [C:1]([C:4]1[CH:5]=[C:6]([NH:10][C:11](=[O:16])[C:12]([CH3:15])([CH3:14])[CH3:13])[CH:7]=[CH:8][CH:9]=1)(=[O:3])[CH3:2].[Br-:17].[Br-].[Br-].[NH+]1C=CC=CC=1.[NH+]1C=CC=CC=1.[NH+]1C=CC=CC=1. The catalyst is Br.CC(O)=O. The product is [Br:17][CH2:2][C:1]([C:4]1[CH:5]=[C:6]([NH:10][C:11](=[O:16])[C:12]([CH3:15])([CH3:14])[CH3:13])[CH:7]=[CH:8][CH:9]=1)=[O:3]. The yield is 0.780. (2) The reactants are [CH3:1][O:2][C:3]([C:5]1[S:9][C:8]2[CH:10]=[C:11]([Cl:14])[CH:12]=[CH:13][C:7]=2[C:6]=1[OH:15])=[O:4].C([O-])([O-])=O.[K+].[K+].[CH3:22][O:23][C:24](=[O:28])[CH:25](Br)[CH3:26]. The catalyst is CN(C=O)C. The product is [CH3:1][O:2][C:3]([C:5]1[S:9][C:8]2[CH:10]=[C:11]([Cl:14])[CH:12]=[CH:13][C:7]=2[C:6]=1[O:15][CH:25]([C:24]([O:23][CH3:22])=[O:28])[CH3:26])=[O:4]. The yield is 0.940. (3) The reactants are [C:1]([NH:8][C@H:9]([C:17]([OH:19])=O)[CH2:10][C:11]1[CH:16]=[CH:15][N:14]=[CH:13][CH:12]=1)([O:3][C:4]([CH3:7])([CH3:6])[CH3:5])=[O:2].C[N:21]1[CH2:26][CH2:25]O[CH2:23][CH2:22]1.ClC(OCC(C)C)=O.N1CCCC1. The catalyst is C1COCC1. The product is [O:19]=[C:17]([N:21]1[CH2:26][CH2:25][CH2:23][CH2:22]1)[C@@H:9]([NH:8][C:1](=[O:2])[O:3][C:4]([CH3:5])([CH3:6])[CH3:7])[CH2:10][C:11]1[CH:12]=[CH:13][N:14]=[CH:15][CH:16]=1. The yield is 0.280. (4) The reactants are [CH2:1]([N:8]1[C:12](=[O:13])[N:11]([C:14]2[CH:15]=[N:16][N:17]([CH2:19][C:20]3[C:21]([CH3:26])=[N:22][O:23][C:24]=3[CH3:25])[CH:18]=2)[C:10](=[O:27])[NH:9]1)[C:2]1[CH:7]=[CH:6][CH:5]=[CH:4][CH:3]=1.Br[CH2:29][CH3:30].C(=O)([O-])[O-].[Cs+].[Cs+]. The catalyst is CN(C=O)C.[Cl-].[Na+].O. The product is [CH2:1]([N:8]1[C:12](=[O:13])[N:11]([C:14]2[CH:15]=[N:16][N:17]([CH2:19][C:20]3[C:21]([CH3:26])=[N:22][O:23][C:24]=3[CH3:25])[CH:18]=2)[C:10](=[O:27])[N:9]1[CH2:29][CH3:30])[C:2]1[CH:3]=[CH:4][CH:5]=[CH:6][CH:7]=1. The yield is 0.370. (5) The reactants are [CH2:1]([N:3]1[C:7](=[O:8])[CH:6]=[CH:5][C:4]1=[O:9])[CH3:2].[NH:10]=[N+:11]=[N-:12].C1(=O)NC(=O)C=C1. The catalyst is C1(C)C=CC=CC=1. The product is [N:10]([CH:5]1[CH2:6][C:7](=[O:8])[N:3]([CH2:1][CH3:2])[C:4]1=[O:9])=[N+:11]=[N-:12]. The yield is 0.930. (6) The reactants are [N+:1]([C:4]1[CH:5]=[C:6]([CH:22]=[CH:23][CH:24]=1)[CH2:7][CH2:8][N:9]1[CH2:14][CH2:13][N:12]([C:15]([O:17][C:18]([CH3:21])([CH3:20])[CH3:19])=[O:16])[CH2:11][CH2:10]1)([O-])=O.[H][H]. The catalyst is CO.[Pd].[OH-].[OH-].[Pd+2]. The product is [NH2:1][C:4]1[CH:5]=[C:6]([CH:22]=[CH:23][CH:24]=1)[CH2:7][CH2:8][N:9]1[CH2:10][CH2:11][N:12]([C:15]([O:17][C:18]([CH3:20])([CH3:21])[CH3:19])=[O:16])[CH2:13][CH2:14]1. The yield is 0.630. (7) The reactants are [CH3:1][C:2]1([CH2:20][O:21][C:22](=[O:25])[CH2:23][CH3:24])[O:7][CH2:6][C:5]([CH2:14]OC(=O)CC)([CH2:8][O:9]C(=O)CC)[CH2:4][O:3]1.[C:26]([O:30][CH2:31][C:32](=[O:34])[CH3:33])(=[O:29])[CH2:27][CH3:28]. No catalyst specified. The product is [CH3:1][C:2]1([CH2:20][O:21][C:22](=[O:25])[CH2:23][CH3:24])[O:7][CH2:6][C:5]2([CH2:8][O:9][C:32]([CH3:33])([CH2:31][O:30][C:26](=[O:29])[CH2:27][CH3:28])[O:34][CH2:14]2)[CH2:4][O:3]1. The yield is 0.530.